From a dataset of NCI-60 drug combinations with 297,098 pairs across 59 cell lines. Regression. Given two drug SMILES strings and cell line genomic features, predict the synergy score measuring deviation from expected non-interaction effect. (1) Drug 1: CN(C)N=NC1=C(NC=N1)C(=O)N. Drug 2: C1=NC2=C(N=C(N=C2N1C3C(C(C(O3)CO)O)O)F)N. Cell line: NCI-H322M. Synergy scores: CSS=-2.22, Synergy_ZIP=2.24, Synergy_Bliss=1.35, Synergy_Loewe=-1.10, Synergy_HSA=-2.66. (2) Drug 1: CC1=C(C=C(C=C1)NC(=O)C2=CC=C(C=C2)CN3CCN(CC3)C)NC4=NC=CC(=N4)C5=CN=CC=C5. Drug 2: CC1CCC2CC(C(=CC=CC=CC(CC(C(=O)C(C(C(=CC(C(=O)CC(OC(=O)C3CCCCN3C(=O)C(=O)C1(O2)O)C(C)CC4CCC(C(C4)OC)OCCO)C)C)O)OC)C)C)C)OC. Cell line: SN12C. Synergy scores: CSS=-16.8, Synergy_ZIP=9.88, Synergy_Bliss=9.17, Synergy_Loewe=-7.31, Synergy_HSA=-8.35. (3) Drug 1: CC1=C(C=C(C=C1)NC(=O)C2=CC=C(C=C2)CN3CCN(CC3)C)NC4=NC=CC(=N4)C5=CN=CC=C5. Drug 2: CNC(=O)C1=NC=CC(=C1)OC2=CC=C(C=C2)NC(=O)NC3=CC(=C(C=C3)Cl)C(F)(F)F. Cell line: NCI/ADR-RES. Synergy scores: CSS=-3.35, Synergy_ZIP=0.635, Synergy_Bliss=-1.96, Synergy_Loewe=-0.935, Synergy_HSA=-2.81. (4) Drug 1: CN(CCCl)CCCl.Cl. Drug 2: CCC1(C2=C(COC1=O)C(=O)N3CC4=CC5=C(C=CC(=C5CN(C)C)O)N=C4C3=C2)O.Cl. Cell line: NCI-H226. Synergy scores: CSS=23.0, Synergy_ZIP=-4.09, Synergy_Bliss=0.407, Synergy_Loewe=-31.4, Synergy_HSA=2.60. (5) Drug 1: C1=CC(=CC=C1CCC2=CNC3=C2C(=O)NC(=N3)N)C(=O)NC(CCC(=O)O)C(=O)O. Drug 2: CCCCCOC(=O)NC1=NC(=O)N(C=C1F)C2C(C(C(O2)C)O)O. Cell line: OVCAR3. Synergy scores: CSS=26.4, Synergy_ZIP=0.115, Synergy_Bliss=0.171, Synergy_Loewe=-23.5, Synergy_HSA=-0.341. (6) Drug 1: C1=CC(=CC=C1CCC2=CNC3=C2C(=O)NC(=N3)N)C(=O)NC(CCC(=O)O)C(=O)O. Drug 2: CC1=C2C(C(=O)C3(C(CC4C(C3C(C(C2(C)C)(CC1OC(=O)C(C(C5=CC=CC=C5)NC(=O)OC(C)(C)C)O)O)OC(=O)C6=CC=CC=C6)(CO4)OC(=O)C)O)C)O. Cell line: UACC62. Synergy scores: CSS=30.2, Synergy_ZIP=-0.274, Synergy_Bliss=5.52, Synergy_Loewe=6.10, Synergy_HSA=7.51.